This data is from Full USPTO retrosynthesis dataset with 1.9M reactions from patents (1976-2016). The task is: Predict the reactants needed to synthesize the given product. Given the product [CH2:1]([NH:5][C:6]1[N:11]=[C:10]([C:12]2[C:13]([C:22]3[CH:27]=[CH:26][C:25]([F:28])=[CH:24][CH:23]=3)=[N:14][N:15]3[C:20]([C:30]4[O:29][CH:33]=[CH:32][CH:31]=4)=[CH:19][CH:18]=[CH:17][C:16]=23)[CH:9]=[CH:8][N:7]=1)[CH2:2][CH2:3][CH3:4], predict the reactants needed to synthesize it. The reactants are: [CH2:1]([NH:5][C:6]1[N:11]=[C:10]([C:12]2[C:13]([C:22]3[CH:27]=[CH:26][C:25]([F:28])=[CH:24][CH:23]=3)=[N:14][N:15]3[C:20](Cl)=[CH:19][CH:18]=[CH:17][C:16]=23)[CH:9]=[CH:8][N:7]=1)[CH2:2][CH2:3][CH3:4].[O:29]1[CH:33]=[CH:32][CH:31]=[C:30]1B(O)O.C(=O)([O-])[O-].[Na+].[Na+].